This data is from Catalyst prediction with 721,799 reactions and 888 catalyst types from USPTO. The task is: Predict which catalyst facilitates the given reaction. (1) Reactant: [C:1]([O:5][C:6](=[O:52])[C:7]1[CH:12]=[CH:11][C:10]([C:13](=O)[CH2:14][C:15]([CH:28]([N:36]=C(C2C=CC=CC=2)C2C=CC=CC=2)[C:29]([O:31][C:32]([CH3:35])([CH3:34])[CH3:33])=[O:30])([C:20]2[CH:25]=[C:24]([Cl:26])[CH:23]=[C:22]([Cl:27])[CH:21]=2)[C:16]([F:19])([F:18])[F:17])=[CH:9][C:8]=1[CH3:51])([CH3:4])([CH3:3])[CH3:2].Cl.O. Product: [C:1]([O:5][C:6]([C:7]1[CH:12]=[CH:11][C:10]([C:13]2[CH2:14][C:15]([C:20]3[CH:21]=[C:22]([Cl:27])[CH:23]=[C:24]([Cl:26])[CH:25]=3)([C:16]([F:18])([F:17])[F:19])[CH:28]([C:29]([O:31][C:32]([CH3:33])([CH3:35])[CH3:34])=[O:30])[N:36]=2)=[CH:9][C:8]=1[CH3:51])=[O:52])([CH3:2])([CH3:3])[CH3:4]. The catalyst class is: 21. (2) Product: [CH2:3]([O:10][C:11]1[CH:19]=[C:18]2[C:14]([CH:15]=[CH:16][N:17]2[CH2:20][CH:21]([OH:23])[CH3:22])=[CH:13][CH:12]=1)[C:4]1[CH:5]=[CH:6][CH:7]=[CH:8][CH:9]=1. Reactant: [H-].[Na+].[CH2:3]([O:10][C:11]1[CH:19]=[C:18]2[C:14]([CH:15]=[CH:16][NH:17]2)=[CH:13][CH:12]=1)[C:4]1[CH:9]=[CH:8][CH:7]=[CH:6][CH:5]=1.[CH2:20]1[O:23][CH:21]1[CH3:22].P([O-])(O)(O)=O.[K+]. The catalyst class is: 56. (3) Reactant: Br[C:2]1[CH:7]=[CH:6][C:5]([CH2:8][CH2:9][CH2:10][C:11]2[N:15]([CH2:16][CH3:17])[C:14](=[O:18])[NH:13][N:12]=2)=[CH:4][CH:3]=1.[F-].[K+].[CH2:21]([O:23][C:24](=[O:35])[CH2:25][C:26]1[CH:27]=[C:28](B(O)O)[CH:29]=[CH:30][CH:31]=1)[CH3:22].C1(C)C=CC=CC=1. Product: [CH2:16]([N:15]1[C:14](=[O:18])[NH:13][N:12]=[C:11]1[CH2:10][CH2:9][CH2:8][C:5]1[CH:6]=[CH:7][C:2]([C:28]2[CH:29]=[CH:30][CH:31]=[C:26]([CH2:25][C:24]([O:23][CH2:21][CH3:22])=[O:35])[CH:27]=2)=[CH:3][CH:4]=1)[CH3:17]. The catalyst class is: 161. (4) Reactant: [Cl:1][C:2]1[CH:28]=[CH:27][CH:26]=[C:25]([Cl:29])[C:3]=1[C:4]([N:6]([C:15](=[O:24])[C:16]1[C:21]([Cl:22])=[CH:20][CH:19]=[CH:18][C:17]=1[Cl:23])[C:7]1[CH:12]=[CH:11][C:10]([CH2:13]O)=[CH:9][N:8]=1)=[O:5].C(Br)(Br)(Br)[Br:31].C1(P(C2C=CC=CC=2)C2C=CC=CC=2)C=CC=CC=1.C(=O)([O-])O.[Na+]. Product: [Cl:1][C:2]1[CH:28]=[CH:27][CH:26]=[C:25]([Cl:29])[C:3]=1[C:4]([N:6]([C:7]1[CH:12]=[CH:11][C:10]([CH2:13][Br:31])=[CH:9][N:8]=1)[C:15](=[O:24])[C:16]1[C:21]([Cl:22])=[CH:20][CH:19]=[CH:18][C:17]=1[Cl:23])=[O:5]. The catalyst class is: 4. (5) Reactant: [CH3:1][O:2][C:3]([C:5]1[C:6]2[C:7](=[O:17])[C:8]([NH2:16])=[CH:9][O:10][C:11]=2[C:12]([F:15])=[CH:13][CH:14]=1)=[O:4].[ClH:18]. Product: [ClH:18].[CH3:1][O:2][C:3]([C:5]1[C:6]2[CH:7]([OH:17])[CH:8]([NH2:16])[CH2:9][O:10][C:11]=2[C:12]([F:15])=[CH:13][CH:14]=1)=[O:4]. The catalyst class is: 19.